The task is: Predict the reaction yield, written as a fraction of the theoretical maximum amount of product (1.0 means a 100% yield; for example, 0.34 means a 34% yield).. This data is from Reaction yield outcomes from USPTO patents with 853,638 reactions. (1) The reactants are [Cl:1][C:2]1[C:3]([C:24]([F:27])([F:26])[F:25])=[N:4][N:5]([CH2:8][C:9]([CH:11]2[CH2:16][CH2:15][N:14](C(OC(C)(C)C)=O)[CH2:13][CH2:12]2)=[O:10])[C:6]=1[CH3:7].[BH4-].[Na+].CO. The catalyst is C(Cl)Cl. The product is [Cl:1][C:2]1[C:3]([C:24]([F:27])([F:25])[F:26])=[N:4][N:5]([CH2:8][CH:9]([CH:11]2[CH2:16][CH2:15][NH:14][CH2:13][CH2:12]2)[OH:10])[C:6]=1[CH3:7]. The yield is 1.04. (2) The reactants are [NH2:1][C:2]1[CH:24]=[CH:23][C:5]([O:6][C:7]2[C:8]3[CH:15]=[C:14]([C:16]([N:18]4[CH2:22][CH2:21][CH2:20][CH2:19]4)=[O:17])[S:13][C:9]=3[N:10]=[CH:11][N:12]=2)=[C:4]([F:25])[CH:3]=1.CN(C)C(C1SC2C(=NC=CC=2OC2C=CC(N[C:47]([NH:49][C:50](=[O:58])[CH2:51][C:52]3[CH:57]=[CH:56][CH:55]=[CH:54][CH:53]=3)=[S:48])=CC=2F)C=1)=O. No catalyst specified. The product is [F:25][C:4]1[CH:3]=[C:2]([NH:1][C:47]([NH:49][C:50](=[O:58])[CH2:51][C:52]2[CH:53]=[CH:54][CH:55]=[CH:56][CH:57]=2)=[S:48])[CH:24]=[CH:23][C:5]=1[O:6][C:7]1[C:8]2[CH:15]=[C:14]([C:16]([N:18]3[CH2:22][CH2:21][CH2:20][CH2:19]3)=[O:17])[S:13][C:9]=2[N:10]=[CH:11][N:12]=1. The yield is 0.170. (3) The reactants are Cl[C:2]1[C:7]2[C:8](=[O:22])[N:9]([CH2:11][C:12]3[CH:17]=[CH:16][C:15]([O:18][CH3:19])=[CH:14][C:13]=3[O:20][CH3:21])[CH2:10][C:6]=2[C:5]([F:23])=[C:4]([NH:24][C@@H:25]2[CH2:30][CH2:29][CH2:28][CH2:27][C@@H:26]2[NH:31][C:32](=[O:38])[O:33][C:34]([CH3:37])([CH3:36])[CH3:35])[N:3]=1.[F:39][CH:40]([F:55])[N:41]1[CH:45]=[C:44](B2OC(C)(C)C(C)(C)O2)[CH:43]=[N:42]1. The catalyst is O1CCOCC1.C([O-])([O-])=O.[Na+].[Na+].Cl[Pd](Cl)([P](C1C=CC=CC=1)(C1C=CC=CC=1)C1C=CC=CC=1)[P](C1C=CC=CC=1)(C1C=CC=CC=1)C1C=CC=CC=1. The product is [F:39][CH:40]([F:55])[N:41]1[CH:45]=[C:44]([C:2]2[C:7]3[C:8](=[O:22])[N:9]([CH2:11][C:12]4[CH:17]=[CH:16][C:15]([O:18][CH3:19])=[CH:14][C:13]=4[O:20][CH3:21])[CH2:10][C:6]=3[C:5]([F:23])=[C:4]([NH:24][C@@H:25]3[CH2:30][CH2:29][CH2:28][CH2:27][C@@H:26]3[NH:31][C:32](=[O:38])[O:33][C:34]([CH3:37])([CH3:36])[CH3:35])[N:3]=2)[CH:43]=[N:42]1. The yield is 0.900. (4) The reactants are [C:1]([C:5]1[CH:9]=[C:8]([NH:10][C:11]([NH:13][C:14]2[C:23]3[C:18](=[CH:19][CH:20]=[CH:21][CH:22]=3)[CH:17]=[CH:16][CH:15]=2)=[O:12])[N:7]([C:24]2[CH:29]=[CH:28][C:27]([OH:30])=[CH:26][CH:25]=2)[N:6]=1)([CH3:4])([CH3:3])[CH3:2].C([O-])([O-])=O.[K+].[K+].[CH3:37][O:38][C:39](=[O:42])[CH2:40]Cl. The catalyst is C(#N)C. The product is [C:1]([C:5]1[CH:9]=[C:8]([NH:10][C:11]([NH:13][C:14]2[C:23]3[C:18](=[CH:19][CH:20]=[CH:21][CH:22]=3)[CH:17]=[CH:16][CH:15]=2)=[O:12])[N:7]([C:24]2[CH:29]=[CH:28][C:27]([O:30][CH2:40][C:39]([O:38][CH3:37])=[O:42])=[CH:26][CH:25]=2)[N:6]=1)([CH3:4])([CH3:2])[CH3:3]. The yield is 0.460. (5) The reactants are [CH2:1]([C:5]1([CH2:31][CH2:32][CH2:33][CH3:34])[C:14]2[C:9](=[CH:10][C:11]([F:15])=[CH:12][CH:13]=2)[C:8]([OH:16])=[C:7]([C:17]2[NH:22][C:21]3[CH:23]=[CH:24][C:25](I)=[CH:26][C:20]=3[S:19](=[O:29])(=[O:28])[N:18]=2)[C:6]1=[O:30])[CH2:2][CH2:3][CH3:4].[C:35]([NH2:39])(=[O:38])[CH:36]=[CH2:37].C(N(CC)CC)C. The catalyst is CN(C)C=O.C([O-])(=O)C.[Pd+2].C([O-])(=O)C. The product is [CH2:1]([C:5]1([CH2:31][CH2:32][CH2:33][CH3:34])[C:14]2[C:9](=[CH:10][C:11]([F:15])=[CH:12][CH:13]=2)[C:8]([OH:16])=[C:7]([C:17]2[NH:22][C:21]3[CH:23]=[CH:24][C:25](/[CH:37]=[CH:36]/[C:35]([NH2:39])=[O:38])=[CH:26][C:20]=3[S:19](=[O:29])(=[O:28])[N:18]=2)[C:6]1=[O:30])[CH2:2][CH2:3][CH3:4]. The yield is 0.560. (6) The reactants are [CH3:1][C:2]1[CH:7]=[CH:6][C:5]([CH3:8])=[CH:4][N+:3]=1[O-].C(OC(=O)C)(=[O:12])C. No catalyst specified. The product is [CH3:8][C:5]1[CH:6]=[CH:7][C:2]([CH2:1][OH:12])=[N:3][CH:4]=1. The yield is 0.800.